From a dataset of Peptide-MHC class II binding affinity with 134,281 pairs from IEDB. Regression. Given a peptide amino acid sequence and an MHC pseudo amino acid sequence, predict their binding affinity value. This is MHC class II binding data. (1) The peptide sequence is EKKYDAATQFEPLAA. The MHC is HLA-DQA10301-DQB10302 with pseudo-sequence HLA-DQA10301-DQB10302. The binding affinity (normalized) is 0.360. (2) The peptide sequence is CIPSLEAAVKQAYAA. The MHC is DRB1_1501 with pseudo-sequence DRB1_1501. The binding affinity (normalized) is 0.301. (3) The peptide sequence is QWIIRNWETVKIQWS. The MHC is DRB5_0101 with pseudo-sequence DRB5_0101. The binding affinity (normalized) is 0.533. (4) The peptide sequence is GMTGMLWETSLLDPE. The MHC is DRB1_1302 with pseudo-sequence DRB1_1302. The binding affinity (normalized) is 0.225. (5) The peptide sequence is EGKPTEKHIQIRSTN. The MHC is DRB1_1201 with pseudo-sequence DRB1_1201. The binding affinity (normalized) is 0.103. (6) The peptide sequence is KEDFLGSLVKEIPPRLLYAK. The MHC is HLA-DQA10101-DQB10501 with pseudo-sequence HLA-DQA10101-DQB10501. The binding affinity (normalized) is 0.497.